From a dataset of Merck oncology drug combination screen with 23,052 pairs across 39 cell lines. Regression. Given two drug SMILES strings and cell line genomic features, predict the synergy score measuring deviation from expected non-interaction effect. (1) Drug 1: CS(=O)(=O)CCNCc1ccc(-c2ccc3ncnc(Nc4ccc(OCc5cccc(F)c5)c(Cl)c4)c3c2)o1. Drug 2: CCc1c2c(nc3ccc(O)cc13)-c1cc3c(c(=O)n1C2)COC(=O)C3(O)CC. Cell line: A2780. Synergy scores: synergy=42.9. (2) Drug 1: N.N.O=C(O)C1(C(=O)O)CCC1.[Pt]. Drug 2: Cn1cc(-c2cnn3c(N)c(Br)c(C4CCCNC4)nc23)cn1. Cell line: UWB1289BRCA1. Synergy scores: synergy=-8.23.